From a dataset of Full USPTO retrosynthesis dataset with 1.9M reactions from patents (1976-2016). Predict the reactants needed to synthesize the given product. (1) Given the product [C:1]([O:5][C:6]([NH:8][CH2:9][C:10]1[CH:11]=[C:12]([CH:13]=[CH:14][C:15]=1[Cl:16])[NH2:17])=[O:7])([CH3:4])([CH3:2])[CH3:3], predict the reactants needed to synthesize it. The reactants are: [C:1]([O:5][C:6]([NH:8][CH2:9][C:10]1[CH:11]=[C:12]([N+:17]([O-])=O)[CH:13]=[CH:14][C:15]=1[Cl:16])=[O:7])([CH3:4])([CH3:3])[CH3:2]. (2) Given the product [CH3:13][C:6]12[CH2:8][C:9]3([NH2:12])[CH2:10][CH:4]([CH2:3][C:2]([CH3:1])([CH2:11]3)[CH2:7]1)[CH2:5]2.[ClH:18], predict the reactants needed to synthesize it. The reactants are: [CH3:1][C:2]12[CH2:11][C:9]3([NH2:12])[CH2:10][CH:4]([CH2:5][C:6]([CH3:13])([CH2:8]3)[CH2:7]1)[CH2:3]2.CO.C[Si](C)(C)[Cl:18].Cl[SiH3]. (3) The reactants are: [Br:1][C:2]1[CH:7]=[C:6]([CH3:8])[C:5]([C:9]([F:12])([F:11])[F:10])=[CH:4][C:3]=1[CH2:13][NH2:14].[F:15][C:16]([F:30])([F:29])[C:17]1[CH:18]=[C:19]([CH:22]=[C:23]([C:25]([F:28])([F:27])[F:26])[CH:24]=1)[CH:20]=O.[B-](OC(C)=O)(OC(C)=O)OC(C)=O.[Na+].C([O-])(O)=O.[Na+]. Given the product [Br:1][C:2]1[CH:7]=[C:6]([CH3:8])[C:5]([C:9]([F:11])([F:12])[F:10])=[CH:4][C:3]=1[CH2:13][NH:14][CH2:20][C:19]1[CH:22]=[C:23]([C:25]([F:27])([F:28])[F:26])[CH:24]=[C:17]([C:16]([F:15])([F:29])[F:30])[CH:18]=1, predict the reactants needed to synthesize it. (4) Given the product [Cl:1][C:2]1[C:7]([F:8])=[CH:6][N:5]=[C:4]2[N:9]([S:19]([C:16]3[CH:17]=[CH:18][C:13]([CH3:12])=[CH:14][CH:15]=3)(=[O:21])=[O:20])[CH:10]=[CH:11][C:3]=12, predict the reactants needed to synthesize it. The reactants are: [Cl:1][C:2]1[C:7]([F:8])=[CH:6][N:5]=[C:4]2[NH:9][CH:10]=[CH:11][C:3]=12.[CH3:12][C:13]1[CH:18]=[CH:17][C:16]([S:19](Cl)(=[O:21])=[O:20])=[CH:15][CH:14]=1.[OH-].[Na+]. (5) The reactants are: C(=O)([O-])[O-].[K+].[K+].[CH3:7][O:8][CH2:9]Cl.CC(C)=O.[OH:15][C:16]1[CH:43]=[CH:42][C:41]([CH3:44])=[CH:40][C:17]=1[C:18]([NH:20][C:21]1[CH:33]=[C:32]([C:34]2[CH:39]=[CH:38][CH:37]=[CH:36][CH:35]=2)[CH:31]=[CH:30][C:22]=1[C:23]([O:25][C:26]([CH3:29])([CH3:28])[CH3:27])=[O:24])=[O:19]. Given the product [CH3:7][O:8][CH2:9][O:15][C:16]1[CH:43]=[CH:42][C:41]([CH3:44])=[CH:40][C:17]=1[C:18]([NH:20][C:21]1[CH:33]=[C:32]([C:34]2[CH:35]=[CH:36][CH:37]=[CH:38][CH:39]=2)[CH:31]=[CH:30][C:22]=1[C:23]([O:25][C:26]([CH3:29])([CH3:28])[CH3:27])=[O:24])=[O:19], predict the reactants needed to synthesize it. (6) Given the product [CH2:8]([O:15][C:16]1[CH:25]=[C:24]2[C:19]([CH:20]=[CH:21][C:22]([O:26][CH2:29][CH2:30][CH2:31][NH:32][C:33](=[O:39])[O:34][C:35]([CH3:38])([CH3:37])[CH3:36])=[CH:23]2)=[CH:18][C:17]=1[Br:27])[C:9]1[CH:10]=[CH:11][CH:12]=[CH:13][CH:14]=1, predict the reactants needed to synthesize it. The reactants are: C1(O)C=CC=CC=1.[CH2:8]([O:15][C:16]1[CH:25]=[C:24]2[C:19]([CH:20]=[CH:21][C:22]([OH:26])=[CH:23]2)=[CH:18][C:17]=1[Br:27])[C:9]1[CH:14]=[CH:13][CH:12]=[CH:11][CH:10]=1.Br[CH2:29][CH2:30][CH2:31][NH:32][C:33](=[O:39])[O:34][C:35]([CH3:38])([CH3:37])[CH3:36]. (7) Given the product [CH3:13][O:12][C:10](=[O:11])[CH2:9][C@H:6]1[C:5]2[CH:14]=[CH:15][C:2]([O:1][CH2:39][C:35]3[CH:34]=[C:33]([C:19]4[C:20]([CH3:32])=[C:21]([Cl:31])[C:22]([O:23][CH2:24][CH2:25][CH2:26][S:27]([CH3:30])(=[O:29])=[O:28])=[C:17]([Cl:16])[C:18]=4[CH3:41])[CH:38]=[CH:37][CH:36]=3)=[CH:3][C:4]=2[O:8][CH2:7]1, predict the reactants needed to synthesize it. The reactants are: [OH:1][C:2]1[CH:15]=[CH:14][C:5]2[C@H:6]([CH2:9][C:10]([O:12][CH3:13])=[O:11])[CH2:7][O:8][C:4]=2[CH:3]=1.[Cl:16][C:17]1[C:18]([CH3:41])=[C:19]([C:33]2[CH:38]=[CH:37][CH:36]=[C:35]([CH2:39]O)[CH:34]=2)[C:20]([CH3:32])=[C:21]([Cl:31])[C:22]=1[O:23][CH2:24][CH2:25][CH2:26][S:27]([CH3:30])(=[O:29])=[O:28].C(P(CCCC)CCCC)CCC.N(C(N1CCCCC1)=O)=NC(N1CCCCC1)=O. (8) Given the product [Ag:32].[CH3:1][C:2]([NH:4][C:5]1[CH:10]=[C:9]([C:11]2[CH:16]=[C:15]3[C:17]([C:20]4[C:25]([O:26][CH3:27])=[CH:24][CH:23]=[CH:22][CH:21]=4)=[CH:18][NH:19][C:14]3=[N:13][CH:12]=2)[CH:8]=[CH:7][CH:6]=1)=[O:3], predict the reactants needed to synthesize it. The reactants are: [CH3:1][C:2]([NH:4][C:5]1[CH:10]=[C:9]([C:11]2[CH:16]=[C:15]3[C:17]([C:20]4[C:25]([O:26][CH3:27])=[CH:24][CH:23]=[CH:22][CH:21]=4)=[CH:18][NH:19][C:14]3=[N:13][CH:12]=2)[CH:8]=[CH:7][CH:6]=1)=[O:3].[N+]([O-])([O-])=O.[Ag+:32].[Ag]. (9) Given the product [C:43]12([NH:53][CH2:20][C:18]([NH:17][C:13]3[CH:14]=[CH:15][CH:16]=[C:11]([O:10][CH2:9][CH2:8][CH2:7][N:1]4[CH2:6][CH2:5][O:4][CH2:3][CH2:2]4)[CH:12]=3)=[O:19])[CH2:50][CH:49]3[CH2:48][CH:47]([CH2:46][CH:45]([CH2:51]3)[CH2:44]1)[CH2:52]2, predict the reactants needed to synthesize it. The reactants are: [N:1]1([CH2:7][CH2:8][CH2:9][O:10][C:11]2[CH:12]=[C:13]([NH:17][C:18]([C:20]34CC5CC(CC(C5)C3)C4)=[O:19])[CH:14]=[CH:15][CH:16]=2)[CH2:6][CH2:5][O:4][CH2:3][CH2:2]1.C(N(CC)CC)C.ClCC(Cl)=O.Cl.[C:43]12([NH2:53])[CH2:52][CH:47]3[CH2:48][CH:49]([CH2:51][CH:45]([CH2:46]3)[CH2:44]1)[CH2:50]2.C(=O)([O-])[O-].[K+].[K+]. (10) Given the product [CH2:1]([C:3]1[C:4]([OH:13])=[N:5][CH:6]=[C:7]([N+:9]([O-:11])=[O:10])[CH:8]=1)[CH3:2], predict the reactants needed to synthesize it. The reactants are: [CH2:1]([C:3]1[C:4](N)=[N:5][CH:6]=[C:7]([N+:9]([O-:11])=[O:10])[CH:8]=1)[CH3:2].[OH2:13].N#N.